From a dataset of Peptide-MHC class I binding affinity with 185,985 pairs from IEDB/IMGT. Regression. Given a peptide amino acid sequence and an MHC pseudo amino acid sequence, predict their binding affinity value. This is MHC class I binding data. (1) The peptide sequence is AEKSRGRRI. The MHC is HLA-B08:01 with pseudo-sequence HLA-B08:01. The binding affinity (normalized) is 0.0847. (2) The binding affinity (normalized) is 0.525. The peptide sequence is HAEMQNPVY. The MHC is HLA-B18:01 with pseudo-sequence HLA-B18:01. (3) The peptide sequence is EILKPRIDKT. The MHC is HLA-A02:01 with pseudo-sequence HLA-A02:01. The binding affinity (normalized) is 0. (4) The peptide sequence is QYAEMWAQDAA. The MHC is HLA-A02:06 with pseudo-sequence HLA-A02:06. The binding affinity (normalized) is 0. (5) The peptide sequence is KEPVESCPL. The MHC is HLA-B18:01 with pseudo-sequence HLA-B18:01. The binding affinity (normalized) is 0. (6) The peptide sequence is WEGNPGRFW. The MHC is HLA-B44:03 with pseudo-sequence HLA-B44:03. The binding affinity (normalized) is 0.585. (7) The peptide sequence is GHLARRQQGR. The MHC is Patr-A0401 with pseudo-sequence Patr-A0401. The binding affinity (normalized) is 0.159. (8) The peptide sequence is RTEIIRMMESA. The MHC is HLA-A02:01 with pseudo-sequence HLA-A02:01. The binding affinity (normalized) is 0. (9) The MHC is HLA-B44:02 with pseudo-sequence HLA-B44:02. The binding affinity (normalized) is 0.191. The peptide sequence is SRNSTHEMYW.